This data is from Reaction yield outcomes from USPTO patents with 853,638 reactions. The task is: Predict the reaction yield, written as a fraction of the theoretical maximum amount of product (1.0 means a 100% yield; for example, 0.34 means a 34% yield). The reactants are Br[C:2]1[CH:3]=[C:4]([CH:8]2[C:13](=[O:14])[NH:12][C:11]3[CH:15]=[CH:16][CH:17]=[CH:18][C:10]=3[O:9]2)[CH:5]=[CH:6][CH:7]=1.O.[CH3:20][N:21](C=O)C. The catalyst is [C-]#N.[Zn+2].[C-]#N. The product is [C:20]([C:2]1[CH:3]=[C:4]([CH:8]2[C:13](=[O:14])[NH:12][C:11]3[CH:15]=[CH:16][CH:17]=[CH:18][C:10]=3[O:9]2)[CH:5]=[CH:6][CH:7]=1)#[N:21]. The yield is 0.760.